Dataset: Forward reaction prediction with 1.9M reactions from USPTO patents (1976-2016). Task: Predict the product of the given reaction. (1) Given the reactants [CH3:1][O:2][C:3]([C:5]1[CH:10]=[CH:9][C:8]([CH:11]([C:15]([OH:17])=O)C(O)=O)=[CH:7][CH:6]=1)=[O:4].[NH2:18][C:19]1[CH:20]=[CH:21][CH:22]=[C:23]2[C:28]=1[N:27]=[CH:26][CH:25]=[CH:24]2.C(Cl)CCl.O, predict the reaction product. The product is: [O:17]=[C:15]([NH:18][C:19]1[CH:20]=[CH:21][CH:22]=[C:23]2[C:28]=1[N:27]=[CH:26][CH:25]=[CH:24]2)[CH2:11][C:8]1[CH:7]=[CH:6][C:5]([C:3]([O:2][CH3:1])=[O:4])=[CH:10][CH:9]=1. (2) Given the reactants [Br:1][C:2]1[C:3]([F:29])=[CH:4][C:5]2[O:11][CH2:10][CH2:9][N:8]3[C:12]([CH:18]([C:20]4[CH:25]=[C:24]([F:26])[CH:23]=[C:22]([F:27])[CH:21]=4)[OH:19])=[C:13]([C:15](O)=[O:16])[N:14]=[C:7]3[C:6]=2[CH:28]=1.[Cl-].[NH4+:31], predict the reaction product. The product is: [Br:1][C:2]1[C:3]([F:29])=[CH:4][C:5]2[O:11][CH2:10][CH2:9][N:8]3[C:12]([CH:18]([C:20]4[CH:25]=[C:24]([F:26])[CH:23]=[C:22]([F:27])[CH:21]=4)[OH:19])=[C:13]([C:15]([NH2:31])=[O:16])[N:14]=[C:7]3[C:6]=2[CH:28]=1. (3) Given the reactants [F:1][C:2]1[CH:7]=[CH:6][C:5]([NH:8][CH:9]2[CH2:14][CH2:13][N:12]([C:15]([O:17][C:18]([CH3:21])([CH3:20])[CH3:19])=[O:16])[CH2:11][CH2:10]2)=[CH:4][CH:3]=1.[H-].[Na+].[CH3:24]I.[Cl-].[NH4+], predict the reaction product. The product is: [F:1][C:2]1[CH:7]=[CH:6][C:5]([N:8]([CH3:24])[CH:9]2[CH2:10][CH2:11][N:12]([C:15]([O:17][C:18]([CH3:21])([CH3:20])[CH3:19])=[O:16])[CH2:13][CH2:14]2)=[CH:4][CH:3]=1. (4) Given the reactants [OH:1][CH:2]([CH3:17])[CH2:3][N:4]1[C:12]2=[C:13]([OH:16])[CH:14]=[CH:15][C:10]3=[C:11]2[C:6]([CH2:7][CH2:8][CH2:9]3)=[N:5]1, predict the reaction product. The product is: [CH2:15]([O:16][C:13]1[C:12]2[N:4]([CH2:3][CH:2]([OH:1])[CH3:17])[N:5]=[C:6]3[CH2:7][CH2:8][CH2:9][C:10]([C:11]=23)=[CH:15][CH:14]=1)[C:10]1[CH:11]=[CH:6][CH:7]=[CH:8][CH:9]=1. (5) Given the reactants [OH:1][C:2]1[CH:7]=[CH:6][C:5]([S:8]([NH2:11])(=[O:10])=[O:9])=[CH:4][CH:3]=1.[OH-].[K+:13], predict the reaction product. The product is: [S:8]([C:5]1[CH:4]=[CH:3][C:2]([O-:1])=[CH:7][CH:6]=1)(=[O:9])(=[O:10])[NH2:11].[K+:13]. (6) The product is: [N:11]([CH2:4][C:3]1[C:2]([F:1])=[CH:9][CH:8]=[CH:7][C:6]=1[F:10])=[N+:12]=[N-:13]. Given the reactants [F:1][C:2]1[CH:9]=[CH:8][CH:7]=[C:6]([F:10])[C:3]=1[CH2:4]Cl.[N-:11]=[N+:12]=[N-:13].[Na+], predict the reaction product.